This data is from Forward reaction prediction with 1.9M reactions from USPTO patents (1976-2016). The task is: Predict the product of the given reaction. (1) Given the reactants [CH3:1][O:2][C:3]1[C:8]([C:9]2[CH:14]=[CH:13][C:12]([O:15][CH3:16])=[CH:11][CH:10]=2)=[CH:7][C:6]([CH2:17][NH:18][CH:19](C2C=NC=CC=2)[CH3:20])=[CH:5][CH:4]=1.[N:27]1[CH:32]=[CH:31][C:30](C(N)C)=[CH:29][CH:28]=1.COC1C(C2C=CC(OC)=CC=2)=CC(C=O)=CC=1.C(O[BH-](OC(=O)C)OC(=O)C)(=O)C.[Na+], predict the reaction product. The product is: [CH3:1][O:2][C:3]1[C:8]([C:9]2[CH:14]=[CH:13][C:12]([O:15][CH3:16])=[CH:11][CH:10]=2)=[CH:7][C:6]([CH2:17][NH:18][CH:19]([C:30]2[CH:31]=[CH:32][N:27]=[CH:28][CH:29]=2)[CH3:20])=[CH:5][CH:4]=1. (2) Given the reactants [NH2:1][C:2]1[CH:13]=[C:12]([Cl:14])[CH:11]=[CH:10][C:3]=1[C:4](N(OC)C)=[O:5], predict the reaction product. The product is: [NH2:1][C:2]1[CH:13]=[C:12]([Cl:14])[CH:11]=[CH:10][C:3]=1[CH:4]=[O:5]. (3) Given the reactants [Cl:1][C:2]1[CH:3]=[C:4]([CH2:20][CH2:21][O:22][C:23](=[O:25])[CH3:24])[CH:5]=[C:6]([Cl:19])[C:7]=1[O:8][C:9]1[CH:14]=[C:13]([CH:15]([CH3:17])[CH3:16])[C:12](=[O:18])[NH:11][N:10]=1.[C:26](=O)([O-])[O-].[K+].[K+].CI, predict the reaction product. The product is: [Cl:1][C:2]1[CH:3]=[C:4]([CH2:20][CH2:21][O:22][C:23](=[O:25])[CH3:24])[CH:5]=[C:6]([Cl:19])[C:7]=1[O:8][C:9]1[CH:14]=[C:13]([CH:15]([CH3:17])[CH3:16])[C:12](=[O:18])[N:11]([CH3:26])[N:10]=1.